From a dataset of Forward reaction prediction with 1.9M reactions from USPTO patents (1976-2016). Predict the product of the given reaction. (1) Given the reactants [O:1]1[CH2:6][CH2:5][C:4](=O)[CH2:3][CH2:2]1.[C:8](=[S:10])=[S:9].[CH2:11]([C:14]#[N:15])[C:12]#[N:13].C(N(CC)CC)C, predict the reaction product. The product is: [NH2:15][C:14]1[S:9][C:8](=[S:10])[C:3]2[CH2:2][O:1][CH2:6][CH2:5][C:4]=2[C:11]=1[C:12]#[N:13]. (2) Given the reactants [CH3:1][O:2][C:3]1[CH:13]=[CH:12][C:6]2[CH2:7][CH2:8][NH:9][CH2:10][CH2:11][C:5]=2[CH:4]=1.[N:14]([C:17]1[CH:25]=[CH:24][CH:23]=[CH:22][C:18]=1C(O)=O)=[N+:15]=[N-:16].C(Cl)CCl.CCN(C(C)C)C(C)C.C1C[O:42][CH2:41]C1, predict the reaction product. The product is: [N:14]([C:17]1[CH:18]=[CH:22][C:23]([C:41]([N:9]2[CH2:10][CH2:11][C:5]3[CH:4]=[C:3]([O:2][CH3:1])[CH:13]=[CH:12][C:6]=3[CH2:7][CH2:8]2)=[O:42])=[CH:24][CH:25]=1)=[N+:15]=[N-:16]. (3) Given the reactants C(N(S(F)(F)F)CC)C.[Cl:10][C:11]1[CH:26]=[CH:25][C:14]([C:15]([NH:17][C@H:18]([C:21]([O:23][CH3:24])=[O:22])[CH2:19]O)=[O:16])=[CH:13][C:12]=1[C:27]([NH:29][CH2:30][C:31]12[CH2:40][CH:35]3[CH2:36][CH:37]([CH2:39][CH:33]([CH2:34]3)[CH2:32]1)[CH2:38]2)=[O:28].C(=O)([O-])O.[Na+], predict the reaction product. The product is: [Cl:10][C:11]1[CH:26]=[CH:25][C:14]([C:15]2[O:16][CH:19]=[C:18]([C:21]([O:23][CH3:24])=[O:22])[N:17]=2)=[CH:13][C:12]=1[C:27]([NH:29][CH2:30][C:31]12[CH2:40][CH:35]3[CH2:36][CH:37]([CH2:39][CH:33]([CH2:34]3)[CH2:32]1)[CH2:38]2)=[O:28]. (4) The product is: [O-:4][P:3]([O:6][P:7]([O-:10])([O-:9])=[O:8])(=[O:2])[O-:5].[Fe+2:1].[Fe+2:1]. Given the reactants [Fe+2:1].[O-:2][P:3]([O:6][P:7]([O-:10])([O-:9])=[O:8])(=[O:5])[O-:4], predict the reaction product. (5) Given the reactants Cl[C:2]1[N:3]=[C:4]([N:16]2[CH2:21][CH2:20][O:19][CH2:18][CH2:17]2)[C:5]2[S:10][CH:9]=[C:8]([C:11]3[S:15][CH:14]=[N:13][CH:12]=3)[C:6]=2[N:7]=1.CC1(C)C(C)(C)OB([C:30]2[CH:31]=[CH:32][C:33]([NH2:36])=[N:34][CH:35]=2)O1, predict the reaction product. The product is: [O:19]1[CH2:20][CH2:21][N:16]([C:4]2[C:5]3[S:10][CH:9]=[C:8]([C:11]4[S:15][CH:14]=[N:13][CH:12]=4)[C:6]=3[N:7]=[C:2]([C:30]3[CH:31]=[CH:32][C:33]([NH2:36])=[N:34][CH:35]=3)[N:3]=2)[CH2:17][CH2:18]1. (6) Given the reactants [CH2:1]([N:3]1[C:7]2[N:8]=[C:9]([C:18]3[CH:23]=[CH:22][C:21]([NH:24][C:25]([NH:27][C:28]4[CH:36]=[CH:35][C:31]([C:32]([OH:34])=O)=[CH:30][CH:29]=4)=[O:26])=[CH:20][CH:19]=3)[N:10]=[C:11]([N:12]3[CH2:17][CH2:16][O:15][CH2:14][CH2:13]3)[C:6]=2[N:5]=[N:4]1)[CH3:2].CCN(C(C)C)C(C)C.CN(C(ON1N=NC2C=CC=CC1=2)=[N+](C)C)C.F[P-](F)(F)(F)(F)F.[NH2:70][CH2:71][CH2:72][C:73]1[CH:78]=[CH:77][CH:76]=[CH:75][N:74]=1, predict the reaction product. The product is: [CH2:1]([N:3]1[C:7]2[N:8]=[C:9]([C:18]3[CH:19]=[CH:20][C:21]([NH:24][C:25]([NH:27][C:28]4[CH:29]=[CH:30][C:31]([C:32]([NH:70][CH2:71][CH2:72][C:73]5[CH:78]=[CH:77][CH:76]=[CH:75][N:74]=5)=[O:34])=[CH:35][CH:36]=4)=[O:26])=[CH:22][CH:23]=3)[N:10]=[C:11]([N:12]3[CH2:17][CH2:16][O:15][CH2:14][CH2:13]3)[C:6]=2[N:5]=[N:4]1)[CH3:2].